From a dataset of Full USPTO retrosynthesis dataset with 1.9M reactions from patents (1976-2016). Predict the reactants needed to synthesize the given product. Given the product [OH:17][N:16]=[C:7]([C:3]1[C:2]([CH3:1])=[N:6][S:5][N:4]=1)[C:9]1[CH:14]=[CH:13][CH:12]=[CH:11][CH:10]=1, predict the reactants needed to synthesize it. The reactants are: [CH3:1][C:2]1[C:3]([C:7]([C:9]2[CH:14]=[CH:13][CH:12]=[CH:11][CH:10]=2)=O)=[N:4][S:5][N:6]=1.Cl.[NH2:16][OH:17].